Dataset: HIV replication inhibition screening data with 41,000+ compounds from the AIDS Antiviral Screen. Task: Binary Classification. Given a drug SMILES string, predict its activity (active/inactive) in a high-throughput screening assay against a specified biological target. (1) The drug is CN(C)Nc1cc(O)nc(O)n1. The result is 0 (inactive). (2) The compound is N=C1NN(c2ccccc2)C(=O)C1C(=O)C(=O)Nc1cccc(C(F)(F)F)c1. The result is 0 (inactive). (3) The compound is Clc1cc(Cl)c(NN=C(c2ccccc2)c2ccccc2)c(Cl)c1. The result is 0 (inactive). (4) The compound is NC1=NS(=O)(O)=NC(N)=C1N=Nc1ccccc1. The result is 0 (inactive). (5) The drug is NN=C1C2CN3CCN(C2)CC1(c1ccc([N+](=O)[O-])cc1)C3. The result is 0 (inactive). (6) The result is 0 (inactive). The compound is CN(C)CC(C)(C)C(C=Cc1ccccc1)=NNc1ccccc1.Cl. (7) The compound is Nc1ccc(F)cc1-c1nc2ccc(F)cc2c2nc3ccccc3n12. The result is 0 (inactive). (8) The molecule is CCN1C(Cl)=NS(=O)(=O)c2ccccc21. The result is 0 (inactive). (9) The compound is O=[N+]([O-])c1ccc2c(c1)n1c(N3CCCC3)[n+]3ccccc3c1c1c3ccccn3c(N3CCCC3)[n+]21.[O-][Cl+3]([O-])([O-])[O-]. The result is 0 (inactive).